Predict the reaction yield, written as a fraction of the theoretical maximum amount of product (1.0 means a 100% yield; for example, 0.34 means a 34% yield). From a dataset of Reaction yield outcomes from USPTO patents with 853,638 reactions. (1) The reactants are Br.[CH3:2][C:3]1[N:4]=[CH:5][NH:6][C:7]=1[CH3:8].[Cl:9][C:10]1[CH:17]=[CH:16][CH:15]=[CH:14][C:11]=1[CH2:12]Br.[OH-].[K+].CCOCC. The catalyst is CN(C=O)C.O. The product is [Cl:9][C:10]1[CH:17]=[CH:16][CH:15]=[CH:14][C:11]=1[CH2:12][N:4]1[C:3]([CH3:2])=[C:7]([CH3:8])[N:6]=[CH:5]1. The yield is 0.440. (2) The reactants are [Br:1][C:2]1[CH:10]=[C:9]2[C:5]([C:6](=[O:12])C(=O)[NH:8]2)=[CH:4][CH:3]=1.[OH-:13].[Na+].Cl. The yield is 0.210. The catalyst is OO. The product is [NH2:8][C:9]1[CH:10]=[C:2]([Br:1])[CH:3]=[CH:4][C:5]=1[C:6]([OH:12])=[O:13]. (3) The reactants are [Cl:1][C:2]1[C:11]([Cl:12])=[CH:10][CH:9]=[C:8]2[C:3]=1[CH:4]=[C:5]([N:13]=[C:14]=S)[N:6]=[CH:7]2.C(=O)([O-])[O-].[Cs+].[Cs+].Cl.Cl.[NH2:24][CH2:25][C@@:26]1([OH:34])[CH:31]2[CH2:32][CH2:33][N:28]([CH2:29][CH2:30]2)[CH2:27]1.C(N=C=NC(C)C)(C)C. The catalyst is CN(C=O)C. The product is [Cl:1][C:2]1[C:11]([Cl:12])=[CH:10][CH:9]=[C:8]2[C:3]=1[CH:4]=[C:5]([NH:13][C:14]1[O:34][C@:26]3([CH2:25][N:24]=1)[CH:31]1[CH2:32][CH2:33][N:28]([CH2:29][CH2:30]1)[CH2:27]3)[N:6]=[CH:7]2. The yield is 0.506. (4) The reactants are C([O:3][C:4]([C:6]1[C:15]2[C:10](=[CH:11][C:12]([Br:16])=[CH:13][CH:14]=2)[N:9]2[C:17](=[O:20])[NH:18][N:19]=[C:8]2[CH:7]=1)=[O:5])C.[OH-].[Li+].CO.O. The catalyst is C1COCC1. The product is [Br:16][C:12]1[CH:11]=[C:10]2[C:15]([C:6]([C:4]([OH:5])=[O:3])=[CH:7][C:8]3[N:9]2[C:17](=[O:20])[NH:18][N:19]=3)=[CH:14][CH:13]=1. The yield is 0.635. (5) The catalyst is CN(C)C=O.[Cl-].[Na+].O.C(Cl)Cl. The reactants are C(=O)([O-])[O-].[Cs+].[Cs+].[Cl:7][C:8]1[CH:13]=[CH:12][CH:11]=[CH:10][C:9]=1[N:14]1[C:19](=[O:20])[CH2:18][N:17]([CH2:21][C@H:22]([NH:32]S(C2C=CC=CC=2[N+]([O-])=O)(=O)=O)[C@@H:23]2[CH2:27][C@@H:26]([CH:28]([CH3:30])[CH3:29])[C:25](=[O:31])[O:24]2)[C:16]([CH3:46])([CH3:45])[CH2:15]1.C1(S)C=CC=CC=1.C(N(CC)CC)C.[C:61](OC(OC(C)(C)C)=O)([O:63][C:64]([CH3:67])([CH3:66])[CH3:65])=[O:62].N[C@H]([C@@H]1C[C@@H](C(C)C)C(=O)O1)CN1C(C)(C)CN(C2C=CC=CC=2Cl)C(=O)C1. The product is [C:64]([O:63][C:61](=[O:62])[NH:32][C@H:22]([C@@H:23]1[CH2:27][C@@H:26]([CH:28]([CH3:29])[CH3:30])[C:25](=[O:31])[O:24]1)[CH2:21][N:17]1[CH2:18][C:19](=[O:20])[N:14]([C:9]2[CH:10]=[CH:11][CH:12]=[CH:13][C:8]=2[Cl:7])[CH2:15][C:16]1([CH3:46])[CH3:45])([CH3:67])([CH3:66])[CH3:65]. The yield is 0.800. (6) The reactants are [CH:1]([C:4]1[CH:9]=[C:8]([N:10]2[CH2:15][CH2:14][O:13][CH2:12][CH2:11]2)[CH:7]=[C:6]([CH:16]([CH3:18])[CH3:17])[C:5]=1[NH2:19])([CH3:3])[CH3:2].N1C=CC=CC=1.[CH:26]1([CH2:31][C:32](Cl)=[O:33])[CH2:30][CH2:29][CH2:28][CH2:27]1. The catalyst is O1CCCC1.C(OCC)(=O)C. The product is [CH:26]1([CH2:31][C:32]([NH:19][C:5]2[C:6]([CH:16]([CH3:18])[CH3:17])=[CH:7][C:8]([N:10]3[CH2:11][CH2:12][O:13][CH2:14][CH2:15]3)=[CH:9][C:4]=2[CH:1]([CH3:3])[CH3:2])=[O:33])[CH2:30][CH2:29][CH2:28][CH2:27]1. The yield is 0.330. (7) The reactants are C(O[C:5](=[O:7])[CH3:6])(=O)C.[CH3:8][C:9]1([CH3:19])[C:18]2[C:13](=[CH:14][CH:15]=[CH:16][CH:17]=2)[CH2:12][NH:11][CH2:10]1. The catalyst is ClCCl. The product is [CH3:8][C:9]1([CH3:19])[C:18]2[C:13](=[CH:14][CH:15]=[CH:16][CH:17]=2)[CH2:12][N:11]([C:5](=[O:7])[CH3:6])[CH2:10]1. The yield is 0.870.